From a dataset of Peptide-MHC class II binding affinity with 134,281 pairs from IEDB. Regression. Given a peptide amino acid sequence and an MHC pseudo amino acid sequence, predict their binding affinity value. This is MHC class II binding data. (1) The peptide sequence is PKGGAESSSKAALTS. The MHC is HLA-DPA10201-DPB10101 with pseudo-sequence HLA-DPA10201-DPB10101. The binding affinity (normalized) is 0.168. (2) The MHC is HLA-DPA10103-DPB10301 with pseudo-sequence HLA-DPA10103-DPB10301. The peptide sequence is YAGIRRDGLLLRLVD. The binding affinity (normalized) is 0.558. (3) The peptide sequence is YFQCFKSILLIMNAN. The MHC is DRB1_0901 with pseudo-sequence DRB1_0901. The binding affinity (normalized) is 0.108. (4) The peptide sequence is YDKFLANVITVLTGK. The MHC is DRB1_0701 with pseudo-sequence DRB1_0701. The binding affinity (normalized) is 0.721. (5) The peptide sequence is QITKIQNFRVYYRDSRDPIW. The MHC is HLA-DPA10103-DPB10301 with pseudo-sequence HLA-DPA10103-DPB10301. The binding affinity (normalized) is 0.591. (6) The peptide sequence is KYQEFFWDANDIYRI. The MHC is HLA-DQA10301-DQB10302 with pseudo-sequence HLA-DQA10301-DQB10302. The binding affinity (normalized) is 0.351. (7) The peptide sequence is YQRSEEEKFPYIMGD. The MHC is DRB1_0101 with pseudo-sequence DRB1_0101. The binding affinity (normalized) is 0.0758. (8) The MHC is DRB1_0401 with pseudo-sequence DRB1_0401. The peptide sequence is IVGILLVLMAVVLASLIYRRR. The binding affinity (normalized) is 0. (9) The peptide sequence is DPDKDVDIMVRDGQL. The MHC is DRB1_0401 with pseudo-sequence DRB1_0401. The binding affinity (normalized) is 0.0707.